This data is from Catalyst prediction with 721,799 reactions and 888 catalyst types from USPTO. The task is: Predict which catalyst facilitates the given reaction. Reactant: [Cl:1][C:2]1[CH:21]=[CH:20][CH:19]=[C:18]([Cl:22])[C:3]=1[CH2:4][CH:5]1[NH:10][C:9]([CH3:11])=[C:8]([C:12]([O:14][CH2:15][CH3:16])=[O:13])[C:7](=[O:17])[CH2:6]1.ClC1C(=O)C(C#N)=C(C#N)C(=O)C=1Cl. Product: [Cl:1][C:2]1[CH:21]=[CH:20][CH:19]=[C:18]([Cl:22])[C:3]=1[CH2:4][C:5]1[NH:10][C:9]([CH3:11])=[C:8]([C:12]([O:14][CH2:15][CH3:16])=[O:13])[C:7](=[O:17])[CH:6]=1. The catalyst class is: 7.